This data is from Full USPTO retrosynthesis dataset with 1.9M reactions from patents (1976-2016). The task is: Predict the reactants needed to synthesize the given product. (1) Given the product [C:17]([N:7]1[C:8]2[C:13](=[CH:12][C:11]([O:14][CH3:15])=[CH:10][CH:9]=2)[C:5]([CH2:4][C:3]([OH:2])=[O:16])=[CH:6]1)(=[O:19])[NH2:18], predict the reactants needed to synthesize it. The reactants are: C[O:2][C:3](=[O:16])[CH2:4][C:5]1[C:13]2[C:8](=[CH:9][CH:10]=[C:11]([O:14][CH3:15])[CH:12]=2)[NH:7][CH:6]=1.[C:17](N1C2C(=CC=CC=2)C(CC(O)=O)=C1)(=[O:19])[NH2:18]. (2) Given the product [C:1]([O:5][C:6]([CH:8]1[CH2:12][CH2:11][CH2:10][N:9]1[C:13](=[O:28])[C:14]([NH:17][C:18](=[O:20])[C:39]1[CH:44]=[CH:43][C:42]([O:45][CH3:46])=[CH:41][CH:40]=1)([CH3:15])[CH3:16])=[O:7])([CH3:2])([CH3:3])[CH3:4], predict the reactants needed to synthesize it. The reactants are: [C:1]([O:5][C:6]([CH:8]1[CH2:12][CH2:11][CH2:10][N:9]1[C:13](=[O:28])[C:14]([NH:17][C:18]([O:20]CC1C=CC=CC=1)=O)([CH3:16])[CH3:15])=[O:7])([CH3:4])([CH3:3])[CH3:2].CCN(C(C)C)C(C)C.C(Cl)(=O)[C:39]1[CH:44]=[CH:43][C:42]([O:45][CH3:46])=[CH:41][CH:40]=1. (3) Given the product [F:1][C:2]1[CH:7]=[CH:6][C:5]([N:8]2[C:13](=[O:14])[C:12]([O:15][CH2:16][CH2:17][C:18]([OH:21])([CH3:20])[CH3:19])=[C:11]([C:22]3[CH:23]=[CH:24][C:25]([S:28]([NH:31][C:32](=[O:34])[CH3:33])(=[O:30])=[O:29])=[CH:26][CH:27]=3)[CH:10]=[N:9]2)=[CH:4][CH:3]=1, predict the reactants needed to synthesize it. The reactants are: [F:1][C:2]1[CH:7]=[CH:6][C:5]([N:8]2[C:13](=[O:14])[C:12]([O:15][CH2:16][CH2:17][C:18]([OH:21])([CH3:20])[CH3:19])=[C:11]([C:22]3[CH:27]=[CH:26][C:25]([S:28]([NH2:31])(=[O:30])=[O:29])=[CH:24][CH:23]=3)[CH:10]=[N:9]2)=[CH:4][CH:3]=1.[C:32](OC(=O)C)(=[O:34])[CH3:33].C(N(CC)CC)C. (4) Given the product [Cl:53][C:54]1[CH:55]=[C:56]([CH:59]=[CH:60][CH:61]=1)[CH2:57][NH:58][C:22]([C:21]1[CH:25]=[CH:26][C:27]([CH3:28])=[C:19]([NH:18][C:16]([C:7]2[C:8](=[O:15])[NH:9][C:10]3[C:5]([CH:6]=2)=[CH:4][C:3]([O:2][CH3:1])=[C:12]([O:13][CH3:14])[CH:11]=3)=[O:17])[CH:20]=1)=[O:23], predict the reactants needed to synthesize it. The reactants are: [CH3:1][O:2][C:3]1[CH:4]=[C:5]2[C:10](=[CH:11][C:12]=1[O:13][CH3:14])[NH:9][C:8](=[O:15])[C:7]([C:16]([NH:18][C:19]1[CH:20]=[C:21]([CH:25]=[CH:26][C:27]=1[CH3:28])[C:22](O)=[O:23])=[O:17])=[CH:6]2.CN(C(ON1N=NC2C=CC=NC1=2)=[N+](C)C)C.F[P-](F)(F)(F)(F)F.[Cl:53][C:54]1[CH:55]=[C:56]([CH:59]=[CH:60][CH:61]=1)[CH2:57][NH2:58].C(=O)(O)[O-].[Na+]. (5) Given the product [N:9]1([CH2:16][C:17]([NH2:19])=[O:18])[CH2:10][CH2:11][NH:12][CH2:13][CH2:14]1, predict the reactants needed to synthesize it. The reactants are: C(O[N:9]1[CH2:14][CH2:13][NH:12][CH2:11][CH2:10]1)C1C=CC=CC=1.Br[CH2:16][C:17]([NH2:19])=[O:18].C(N(CC)C(C)C)(C)C. (6) Given the product [Cl:8][C:6]1[N:5]=[C:4]([NH2:9])[N:3]=[C:2]([NH:14][C:11]([CH3:13])([CH3:12])[CH3:10])[CH:7]=1, predict the reactants needed to synthesize it. The reactants are: Cl[C:2]1[CH:7]=[C:6]([Cl:8])[N:5]=[C:4]([NH2:9])[N:3]=1.[CH3:10][C:11]([NH2:14])([CH3:13])[CH3:12].C(N(CC)CC)C. (7) Given the product [F:13][C:10]1[CH:11]=[CH:12][C:7]([C:24]2([OH:26])[CH2:23][CH2:22][N:21]([C:27]([O:29][C:30]([CH3:32])([CH3:31])[CH3:33])=[O:28])[CH:20]([CH3:19])[CH2:25]2)=[CH:8][CH:9]=1, predict the reactants needed to synthesize it. The reactants are: O1CCCC1.Br[C:7]1[CH:12]=[CH:11][C:10]([F:13])=[CH:9][CH:8]=1.C([Li])CCC.[CH3:19][CH:20]1[CH2:25][C:24](=[O:26])[CH2:23][CH2:22][N:21]1[C:27]([O:29][C:30]([CH3:33])([CH3:32])[CH3:31])=[O:28]. (8) Given the product [CH2:1]([N:3]([C@@H:18]([CH3:24])[CH2:19][OH:20])[C:4](=[O:17])[C:5]1[CH:10]=[C:9]([CH3:11])[CH:8]=[CH:7][C:6]=1[N:12]1[N:16]=[CH:15][CH:14]=[N:13]1)[CH3:2], predict the reactants needed to synthesize it. The reactants are: [CH2:1]([N:3]([C@@H:18]([CH3:24])[CH2:19][O:20]COC)[C:4](=[O:17])[C:5]1[CH:10]=[C:9]([CH3:11])[CH:8]=[CH:7][C:6]=1[N:12]1[N:16]=[CH:15][CH:14]=[N:13]1)[CH3:2].Cl.O1CCOCC1. (9) Given the product [C:1]([O:5][C:6]([N:8]1[C:12]2[C:13]([Cl:18])=[N:14][CH:15]=[C:16]([C:25]([OH:27])=[O:26])[C:11]=2[C:10]([CH3:19])=[CH:9]1)=[O:7])([CH3:4])([CH3:3])[CH3:2], predict the reactants needed to synthesize it. The reactants are: [C:1]([O:5][C:6]([N:8]1[C:12]2=[C:13]([Cl:18])[N:14]=[CH:15][C:16](I)=[C:11]2[C:10]([CH3:19])=[CH:9]1)=[O:7])([CH3:4])([CH3:3])[CH3:2].C([Mg]Cl)(C)C.[C:25](=[O:27])=[O:26].[O-]S([O-])(=O)=O.[Ca+2]. (10) Given the product [F:24][CH:2]([F:1])[N:3]1[CH:7]=[C:6]([C@@H:8]2[CH2:12][CH2:11][C@:10]([C:16]3[CH:21]=[CH:20][CH:19]=[C:18]([F:22])[C:17]=3[CH3:23])([C:43]([NH:41][OH:54])=[O:44])[CH2:9]2)[CH:5]=[N:4]1, predict the reactants needed to synthesize it. The reactants are: [F:1][CH:2]([F:24])[N:3]1[CH:7]=[C:6]([C@@H:8]2[CH2:12][CH2:11][C@:10]([C:16]3[CH:21]=[CH:20][CH:19]=[C:18]([F:22])[C:17]=3[CH3:23])(C(O)=O)[CH2:9]2)[CH:5]=[N:4]1.CN(C(F)=[N+](C)C)C.F[P-](F)(F)(F)(F)F.C[N:41]([CH:43]=[O:44])C.CCN(CC)CC.CC[O:54]C(C)=O.